Dataset: Forward reaction prediction with 1.9M reactions from USPTO patents (1976-2016). Task: Predict the product of the given reaction. (1) Given the reactants [Na].[CH2:2]([OH:5])[CH2:3][OH:4].[Cl:6][C:7]1[CH:8]=[N:9][CH:10]=[C:11](Cl)[CH:12]=1.[OH-].[Na+], predict the reaction product. The product is: [Cl:6][C:7]1[CH:8]=[N:9][CH:10]=[C:11]([O:4][CH2:3][CH2:2][OH:5])[CH:12]=1. (2) Given the reactants [CH3:1][C:2]1[N:3]([C:16]2[CH:21]=[CH:20][CH:19]=[CH:18][CH:17]=2)[C:4](=[O:15])[C:5]2[C:10]([C:11]=1[C:12](Cl)=[O:13])=[CH:9][CH:8]=[CH:7][CH:6]=2.Cl.[C:23]1([N:29]([C:31]2[CH:36]=[CH:35][CH:34]=[CH:33][CH:32]=2)[NH2:30])[CH:28]=[CH:27][CH:26]=[CH:25][CH:24]=1, predict the reaction product. The product is: [C:23]1([N:29]([C:31]2[CH:36]=[CH:35][CH:34]=[CH:33][CH:32]=2)[NH:30][C:12]([C:11]2[C:10]3[C:5](=[CH:6][CH:7]=[CH:8][CH:9]=3)[C:4](=[O:15])[N:3]([C:16]3[CH:21]=[CH:20][CH:19]=[CH:18][CH:17]=3)[C:2]=2[CH3:1])=[O:13])[CH:24]=[CH:25][CH:26]=[CH:27][CH:28]=1. (3) Given the reactants [Cl:1][C:2]1[C:3]2[N:4]([C:18]([CH3:21])=[CH:19][CH:20]=2)[C:5]([C:8]([NH:10][CH2:11][CH:12]2[CH2:17][CH2:16][O:15][CH2:14][CH2:13]2)=[O:9])=[CH:6][N:7]=1.[Cl:22][C:23]1[CH:24]=[C:25]([CH:27]=[CH:28][CH:29]=1)[NH2:26].CS(O)(=O)=O, predict the reaction product. The product is: [ClH:1].[Cl:22][C:23]1[CH:24]=[C:25]([NH:26][C:2]2[C:3]3[N:4]([C:18]([CH3:21])=[CH:19][CH:20]=3)[C:5]([C:8]([NH:10][CH2:11][CH:12]3[CH2:17][CH2:16][O:15][CH2:14][CH2:13]3)=[O:9])=[CH:6][N:7]=2)[CH:27]=[CH:28][CH:29]=1. (4) Given the reactants [NH2:1][C:2]1[N:7]=[CH:6][C:5]([C:8]2[CH:13]=[CH:12][C:11]([OH:14])=[CH:10][CH:9]=2)=[C:4]([CH2:15][CH3:16])[C:3]=1Br.O.[F:19][C:20]1[CH:25]=[C:24]([O:26][CH3:27])[CH:23]=[CH:22][C:21]=1B(O)O.C([O-])([O-])=O.[Na+].[Na+], predict the reaction product. The product is: [NH2:1][C:2]1[N:7]=[CH:6][C:5]([C:8]2[CH:13]=[CH:12][C:11]([OH:14])=[CH:10][CH:9]=2)=[C:4]([CH2:15][CH3:16])[C:3]=1[C:21]1[CH:22]=[CH:23][C:24]([O:26][CH3:27])=[CH:25][C:20]=1[F:19]. (5) Given the reactants [Br:1][C:2]1[CH:3]=[C:4]([C:8](=[S:10])[NH2:9])[CH:5]=[N:6][CH:7]=1.Br[CH:12]1[C:17](=O)[CH2:16][CH2:15][O:14][CH2:13]1, predict the reaction product. The product is: [Br:1][C:2]1[CH:3]=[C:4]([C:8]2[S:10][C:12]3[CH2:13][O:14][CH2:15][CH2:16][C:17]=3[N:9]=2)[CH:5]=[N:6][CH:7]=1. (6) Given the reactants [BH4-].[Li+].CO.C[O:6][C:7](=O)[CH2:8][N:9]([S:16]([C:19]1[CH:24]=[CH:23][C:22]([CH3:25])=[CH:21][CH:20]=1)(=[O:18])=[O:17])[C@@H:10]([C:12](OC)=[O:13])[CH3:11], predict the reaction product. The product is: [OH:6][CH2:7][CH2:8][N:9]([C@H:10]([CH3:11])[CH2:12][OH:13])[S:16]([C:19]1[CH:24]=[CH:23][C:22]([CH3:25])=[CH:21][CH:20]=1)(=[O:18])=[O:17].